From a dataset of CYP3A4 inhibition data for predicting drug metabolism from PubChem BioAssay. Regression/Classification. Given a drug SMILES string, predict its absorption, distribution, metabolism, or excretion properties. Task type varies by dataset: regression for continuous measurements (e.g., permeability, clearance, half-life) or binary classification for categorical outcomes (e.g., BBB penetration, CYP inhibition). Dataset: cyp3a4_veith. The molecule is COc1ccc(CCNc2cc(N3CCN(C(=O)c4ccccc4F)CC3)ccc2[N+](=O)[O-])cc1OC. The result is 1 (inhibitor).